Dataset: Cav3 T-type calcium channel HTS with 100,875 compounds. Task: Binary Classification. Given a drug SMILES string, predict its activity (active/inactive) in a high-throughput screening assay against a specified biological target. (1) The compound is s1c(cc(C(=O)NC(c2cc3OCOc3cc2)C)c1)C. The result is 0 (inactive). (2) The molecule is O=C1CN(C(C)C)C(N)=C1c1[nH]c2c(n1)cccc2. The result is 0 (inactive). (3) The compound is O=S1Cc2c(nn(c2NC(=O)c2ccc(OCC)cc2)c2c(c(ccc2)C)C)C1. The result is 0 (inactive). (4) The molecule is O(c1ccc(NC(=O)c2c(c([N+]([O-])=O)ccc2)C)cc1)Cc1ccccc1. The result is 0 (inactive). (5) The molecule is Clc1cc(NC(=O)c2occc2)c(OC)cc1OC. The result is 0 (inactive). (6) The compound is Clc1ccc(CNC(=O)C2CCC(CC2)CNC2=C(N3CCCCC3)C(=O)C2=O)cc1. The result is 0 (inactive).